Dataset: Full USPTO retrosynthesis dataset with 1.9M reactions from patents (1976-2016). Task: Predict the reactants needed to synthesize the given product. (1) Given the product [Br:20][C:15]1[C:16]([O:18][CH3:19])=[CH:17][C:8]2[CH2:7][CH2:6][NH:5][CH2:11][CH:10]([CH2:12][CH3:13])[C:9]=2[CH:14]=1, predict the reactants needed to synthesize it. The reactants are: FC(F)(F)C([N:5]1[CH2:11][CH:10]([CH2:12][CH3:13])[C:9]2[CH:14]=[C:15]([Br:20])[C:16]([O:18][CH3:19])=[CH:17][C:8]=2[CH2:7][CH2:6]1)=O.[OH-].[Na+]. (2) Given the product [F:27][CH2:28][CH:29]([CH2:30][F:31])[O:32][C:6]1[CH:7]=[C:8]([O:10][C:17]2[CH:22]=[N:21][C:20]([S:23]([CH3:26])(=[O:25])=[O:24])=[CH:19][CH:18]=2)[CH:9]=[C:4]([CH:5]=1)[C:3]([NH:33][C:34]1[CH:39]=[CH:38][CH:37]=[CH:36][N:35]=1)=[O:15], predict the reactants needed to synthesize it. The reactants are: CO[C:3](=[O:15])[C:4]1[CH:9]=[C:8]([OH:10])[CH:7]=[C:6](OCOC)[CH:5]=1.Br[C:17]1[CH:18]=[CH:19][C:20]([S:23]([CH3:26])(=[O:25])=[O:24])=[N:21][CH:22]=1.[F:27][CH2:28][CH:29]([OH:32])[CH2:30][F:31].[NH2:33][C:34]1[CH:39]=[CH:38][CH:37]=[CH:36][N:35]=1. (3) Given the product [ClH:1].[ClH:1].[F:2][C:3]1[CH:30]=[C:29]([NH:31][C:32](=[O:41])[C:33]2[CH:38]=[CH:37][CH:36]=[N:52][CH:34]=2)[CH:28]=[CH:27][C:4]=1[O:5][C:6]1[C:11]2=[C:12]([CH3:26])[C:13]([C:15]([NH:17][CH2:18][CH2:19][N:20]3[CH2:21][CH2:22][O:23][CH2:24][CH2:25]3)=[O:16])=[CH:14][N:10]2[N:9]=[CH:8][N:7]=1, predict the reactants needed to synthesize it. The reactants are: [ClH:1].[F:2][C:3]1[CH:30]=[C:29]([NH:31][C:32](=[O:41])[C:33]2[CH:38]=[C:37](C)[CH:36]=C[C:34]=2F)[CH:28]=[CH:27][C:4]=1[O:5][C:6]1[C:11]2=[C:12]([CH3:26])[C:13]([C:15]([NH:17][CH2:18][CH2:19][N:20]3[CH2:25][CH2:24][O:23][CH2:22][CH2:21]3)=[O:16])=[CH:14][N:10]2[N:9]=[CH:8][N:7]=1.Cl.FC1C=C(NC(=O)CC(NC2C=CC(F)=CC=2)=O)C=CC=1OC1C2=C(C)C(OCCN3CCOCC3)=CN2N=C[N:52]=1. (4) Given the product [CH2:21]([N:28]1[CH2:34][CH:33]2[N:35]([CH2:11][C@H:9]([NH:10][C:12](=[O:13])[O:14][C:15]([CH3:16])([CH3:17])[CH3:18])[CH2:8][O:7][C:6]3[CH:5]=[CH:4][C:3]([C:1]#[N:2])=[CH:20][CH:19]=3)[CH:30]([CH2:31][CH2:32]2)[CH2:29]1)[C:22]1[CH:23]=[CH:24][CH:25]=[CH:26][CH:27]=1, predict the reactants needed to synthesize it. The reactants are: [C:1]([C:3]1[CH:20]=[CH:19][C:6]([O:7][CH2:8][C@@H:9]2[CH2:11][N:10]2[C:12]([O:14][C:15]([CH3:18])([CH3:17])[CH3:16])=[O:13])=[CH:5][CH:4]=1)#[N:2].[CH2:21]([N:28]1[CH2:34][CH:33]2[NH:35][CH:30]([CH2:31][CH2:32]2)[CH2:29]1)[C:22]1[CH:27]=[CH:26][CH:25]=[CH:24][CH:23]=1. (5) The reactants are: O[C:2]1[CH:11]=[CH:10][C:9]2[C:4](=[C:5]([OH:12])[CH:6]=[CH:7][CH:8]=2)[N:3]=1.P(Cl)(Cl)([Cl:15])=O. Given the product [Cl:15][C:2]1[CH:11]=[CH:10][C:9]2[C:4](=[C:5]([OH:12])[CH:6]=[CH:7][CH:8]=2)[N:3]=1, predict the reactants needed to synthesize it.